This data is from Peptide-MHC class I binding affinity with 185,985 pairs from IEDB/IMGT. The task is: Regression. Given a peptide amino acid sequence and an MHC pseudo amino acid sequence, predict their binding affinity value. This is MHC class I binding data. The peptide sequence is RLKHIFLIF. The MHC is HLA-A03:01 with pseudo-sequence HLA-A03:01. The binding affinity (normalized) is 0.0847.